From a dataset of Reaction yield outcomes from USPTO patents with 853,638 reactions. Predict the reaction yield, written as a fraction of the theoretical maximum amount of product (1.0 means a 100% yield; for example, 0.34 means a 34% yield). The reactants are [CH2:1]([O:8][C:9]1[CH:14]=[CH:13][C:12](Br)=[C:11]([O:16][CH2:17][C:18]2[CH:23]=[CH:22][CH:21]=[CH:20][CH:19]=2)[C:10]=1[C:24]([F:27])([F:26])[F:25])[C:2]1[CH:7]=[CH:6][CH:5]=[CH:4][CH:3]=1.C([Sn](CCCC)(CCCC)[C:33]([O:35]CC)=[CH2:34])CCC. The catalyst is O1CCOCC1.C1C=CC([P]([Pd]([P](C2C=CC=CC=2)(C2C=CC=CC=2)C2C=CC=CC=2)([P](C2C=CC=CC=2)(C2C=CC=CC=2)C2C=CC=CC=2)[P](C2C=CC=CC=2)(C2C=CC=CC=2)C2C=CC=CC=2)(C2C=CC=CC=2)C2C=CC=CC=2)=CC=1. The product is [CH2:17]([O:16][C:11]1[C:10]([C:24]([F:27])([F:26])[F:25])=[C:9]([O:8][CH2:1][C:2]2[CH:7]=[CH:6][CH:5]=[CH:4][CH:3]=2)[CH:14]=[CH:13][C:12]=1[C:33](=[O:35])[CH3:34])[C:18]1[CH:23]=[CH:22][CH:21]=[CH:20][CH:19]=1. The yield is 0.600.